This data is from Reaction yield outcomes from USPTO patents with 853,638 reactions. The task is: Predict the reaction yield, written as a fraction of the theoretical maximum amount of product (1.0 means a 100% yield; for example, 0.34 means a 34% yield). (1) The reactants are [C:1]([C:3]1[CH:4]=[C:5]([NH:9][C:10](=[O:16])[O:11][C:12]([CH3:15])([CH3:14])[CH3:13])[CH:6]=[N:7][CH:8]=1)#[CH:2].I[C:18]1[CH:23]=[C:22]([N+:24]([O-:26])=[O:25])[CH:21]=[CH:20][C:19]=1[NH:27][C:28](=[O:34])[O:29][C:30]([CH3:33])([CH3:32])[CH3:31]. No catalyst specified. The product is [C:30]([O:29][C:28]([NH:27][C:19]1[CH:20]=[CH:21][C:22]([N+:24]([O-:26])=[O:25])=[CH:23][C:18]=1[C:2]#[C:1][C:3]1[CH:4]=[C:5]([NH:9][C:10](=[O:16])[O:11][C:12]([CH3:13])([CH3:15])[CH3:14])[CH:6]=[N:7][CH:8]=1)=[O:34])([CH3:33])([CH3:31])[CH3:32]. The yield is 0.850. (2) The reactants are [Cl-].O[NH3+:3].[C:4](=[O:7])([O-])[OH:5].[Na+].CS(C)=O.[C:13]12([C:23](=[O:53])[CH2:24][N:25]3[C:30](=[O:31])[C:29]4[CH:32]=[C:33]([CH2:35][CH3:36])[S:34][C:28]=4[N:27]([CH2:37][C:38]4[CH:43]=[CH:42][C:41]([C:44]5[C:45]([C:50]#[N:51])=[CH:46][CH:47]=[CH:48][CH:49]=5)=[CH:40][CH:39]=4)[C:26]3=[O:52])[CH2:22][CH:17]3[CH2:18][CH:19]([CH2:21][CH:15]([CH2:16]3)[CH2:14]1)[CH2:20]2. The catalyst is O.C(OCC)(=O)C. The product is [C:13]12([C:23](=[O:53])[CH2:24][N:25]3[C:30](=[O:31])[C:29]4[CH:32]=[C:33]([CH2:35][CH3:36])[S:34][C:28]=4[N:27]([CH2:37][C:38]4[CH:39]=[CH:40][C:41]([C:44]5[CH:49]=[CH:48][CH:47]=[CH:46][C:45]=5[C:50]5[NH:3][C:4](=[O:7])[O:5][N:51]=5)=[CH:42][CH:43]=4)[C:26]3=[O:52])[CH2:20][CH:19]3[CH2:21][CH:15]([CH2:16][CH:17]([CH2:18]3)[CH2:22]1)[CH2:14]2. The yield is 0.620. (3) The reactants are [OH-].[K+].[CH3:3][C:4]([CH2:19][CH2:20][CH:21]=[C:22]([CH3:24])[CH3:23])=[CH:5][CH2:6][O:7][C:8]1[CH:13]=[CH:12][C:11]([CH2:14][C:15]([O:17]C)=[O:16])=[CH:10][CH:9]=1.Cl. The catalyst is CO. The product is [CH3:3][C:4]([CH2:19][CH2:20][CH:21]=[C:22]([CH3:24])[CH3:23])=[CH:5][CH2:6][O:7][C:8]1[CH:13]=[CH:12][C:11]([CH2:14][C:15]([OH:17])=[O:16])=[CH:10][CH:9]=1. The yield is 0.610. (4) The reactants are [Cl:1][C:2]1[CH:34]=[CH:33][C:5]([CH2:6][N:7]2[C:12](=[O:13])[CH:11]=[CH:10][C:9]([C:14]3[CH:19]=[CH:18][C:17]([N:20]([CH2:28][CH2:29][N:30]([CH3:32])[CH3:31])C(=O)OC(C)(C)C)=[CH:16][CH:15]=3)=[CH:8]2)=[CH:4][CH:3]=1.C(O)(C(F)(F)F)=O. The catalyst is C(Cl)Cl. The product is [Cl:1][C:2]1[CH:3]=[CH:4][C:5]([CH2:6][N:7]2[CH:8]=[C:9]([C:14]3[CH:19]=[CH:18][C:17]([NH:20][CH2:28][CH2:29][N:30]([CH3:31])[CH3:32])=[CH:16][CH:15]=3)[CH:10]=[CH:11][C:12]2=[O:13])=[CH:33][CH:34]=1. The yield is 0.260.